From a dataset of NCI-60 drug combinations with 297,098 pairs across 59 cell lines. Regression. Given two drug SMILES strings and cell line genomic features, predict the synergy score measuring deviation from expected non-interaction effect. (1) Drug 1: CN(C)N=NC1=C(NC=N1)C(=O)N. Drug 2: C1=CC(=CC=C1C#N)C(C2=CC=C(C=C2)C#N)N3C=NC=N3. Cell line: SW-620. Synergy scores: CSS=-4.60, Synergy_ZIP=4.53, Synergy_Bliss=3.20, Synergy_Loewe=-0.858, Synergy_HSA=-2.31. (2) Drug 1: C1CCN(CC1)CCOC2=CC=C(C=C2)C(=O)C3=C(SC4=C3C=CC(=C4)O)C5=CC=C(C=C5)O. Drug 2: CC1=C2C(C(=O)C3(C(CC4C(C3C(C(C2(C)C)(CC1OC(=O)C(C(C5=CC=CC=C5)NC(=O)OC(C)(C)C)O)O)OC(=O)C6=CC=CC=C6)(CO4)OC(=O)C)O)C)O. Cell line: HL-60(TB). Synergy scores: CSS=64.7, Synergy_ZIP=27.9, Synergy_Bliss=27.9, Synergy_Loewe=-36.5, Synergy_HSA=23.5. (3) Drug 1: CC1C(C(CC(O1)OC2CC(CC3=C2C(=C4C(=C3O)C(=O)C5=C(C4=O)C(=CC=C5)OC)O)(C(=O)C)O)N)O.Cl. Drug 2: CS(=O)(=O)CCNCC1=CC=C(O1)C2=CC3=C(C=C2)N=CN=C3NC4=CC(=C(C=C4)OCC5=CC(=CC=C5)F)Cl. Cell line: K-562. Synergy scores: CSS=18.1, Synergy_ZIP=2.99, Synergy_Bliss=4.94, Synergy_Loewe=-8.41, Synergy_HSA=4.22. (4) Drug 1: CC1=C(C=C(C=C1)NC2=NC=CC(=N2)N(C)C3=CC4=NN(C(=C4C=C3)C)C)S(=O)(=O)N.Cl. Drug 2: C1=NC2=C(N1)C(=S)N=C(N2)N. Cell line: SK-MEL-28. Synergy scores: CSS=-3.18, Synergy_ZIP=-2.90, Synergy_Bliss=-3.99, Synergy_Loewe=-10.5, Synergy_HSA=-6.94. (5) Drug 1: CC1C(C(CC(O1)OC2CC(CC3=C2C(=C4C(=C3O)C(=O)C5=C(C4=O)C(=CC=C5)OC)O)(C(=O)C)O)N)O.Cl. Drug 2: CC1C(C(CC(O1)OC2CC(CC3=C2C(=C4C(=C3O)C(=O)C5=C(C4=O)C(=CC=C5)OC)O)(C(=O)CO)O)N)O.Cl. Cell line: NCI-H226. Synergy scores: CSS=48.4, Synergy_ZIP=2.29, Synergy_Bliss=1.08, Synergy_Loewe=-0.687, Synergy_HSA=3.42. (6) Drug 1: CC12CCC3C(C1CCC2=O)CC(=C)C4=CC(=O)C=CC34C. Drug 2: CCC1=C2CN3C(=CC4=C(C3=O)COC(=O)C4(CC)O)C2=NC5=C1C=C(C=C5)O. Cell line: SK-MEL-5. Synergy scores: CSS=56.0, Synergy_ZIP=2.05, Synergy_Bliss=3.25, Synergy_Loewe=-2.54, Synergy_HSA=4.71.